This data is from Aqueous solubility values for 9,982 compounds from the AqSolDB database. The task is: Regression/Classification. Given a drug SMILES string, predict its absorption, distribution, metabolism, or excretion properties. Task type varies by dataset: regression for continuous measurements (e.g., permeability, clearance, half-life) or binary classification for categorical outcomes (e.g., BBB penetration, CYP inhibition). For this dataset (solubility_aqsoldb), we predict Y. The drug is CCCCCc1onc(C)c1N=C1C=C(O)C(=O)c2ccccc21. The Y is -3.18 log mol/L.